From a dataset of Forward reaction prediction with 1.9M reactions from USPTO patents (1976-2016). Predict the product of the given reaction. Given the reactants ClC1C(F)=CC(F)=C(C=1)C(NS(C)(=O)=O)=O.[N:17]1([S:21]([NH:24][C:25](=[O:35])[C:26]2[CH:31]=[C:30]([Cl:32])[C:29](F)=[CH:28][C:27]=2[F:34])(=[O:23])=[O:22])[CH2:20][CH2:19][CH2:18]1.C12(CO)CC3CC(CC(C3)C1)C2.[CH2:48]1[C:50]2([CH2:55][CH2:54][CH:53]([CH2:56][OH:57])[CH2:52][CH2:51]2)[CH2:49]1, predict the reaction product. The product is: [N:17]1([S:21]([NH:24][C:25](=[O:35])[C:26]2[CH:31]=[C:30]([Cl:32])[C:29]([O:57][CH2:56][CH:53]3[CH2:54][CH2:55][C:50]4([CH2:48][CH2:49]4)[CH2:51][CH2:52]3)=[CH:28][C:27]=2[F:34])(=[O:23])=[O:22])[CH2:20][CH2:19][CH2:18]1.